Dataset: Reaction yield outcomes from USPTO patents with 853,638 reactions. Task: Predict the reaction yield, written as a fraction of the theoretical maximum amount of product (1.0 means a 100% yield; for example, 0.34 means a 34% yield). (1) The reactants are Cl[C:2]1[CH:7]=[C:6]([C:8]([NH:10][C:11]2[CH:12]=[C:13]([CH:17]([NH:22][C:23]3[C:32]4[C:27](=[C:28]([C:33]([NH2:35])=[O:34])[CH:29]=[CH:30][CH:31]=4)[N:26]=[CH:25][N:24]=3)[CH2:18][N:19]([CH3:21])[CH3:20])[CH:14]=[CH:15][CH:16]=2)=[O:9])[CH:5]=[CH:4][N:3]=1.CC(O)(C)C.CS(C)=O.[NH:45]1[CH2:49][CH2:48][CH2:47][CH2:46]1. The yield is 0.360. The product is [CH3:20][N:19]([CH3:21])[CH2:18][CH:17]([NH:22][C:23]1[C:32]2[C:27](=[C:28]([C:33]([NH2:35])=[O:34])[CH:29]=[CH:30][CH:31]=2)[N:26]=[CH:25][N:24]=1)[C:13]1[CH:14]=[CH:15][CH:16]=[C:11]([NH:10][C:8]([C:6]2[CH:5]=[CH:4][N:3]=[C:2]([N:45]3[CH2:49][CH2:48][CH2:47][CH2:46]3)[CH:7]=2)=[O:9])[CH:12]=1. The catalyst is O. (2) The reactants are [CH2:1]([S:3]([C:6]1[CH:7]=[CH:8][C:9]([O:23][CH:24]2[CH2:29][CH2:28][C:27](=[O:30])[CH2:26][CH2:25]2)=[C:10]([C:12]2[C:13]3[CH:22]=[CH:21][NH:20][C:14]=3[C:15](=[O:19])[N:16]([CH3:18])[CH:17]=2)[CH:11]=1)(=[O:5])=[O:4])[CH3:2].[BH4-].[Na+]. The catalyst is O1CCCC1. The product is [CH2:1]([S:3]([C:6]1[CH:7]=[CH:8][C:9]([O:23][C@H:24]2[CH2:29][CH2:28][C@@H:27]([OH:30])[CH2:26][CH2:25]2)=[C:10]([C:12]2[C:13]3[CH:22]=[CH:21][NH:20][C:14]=3[C:15](=[O:19])[N:16]([CH3:18])[CH:17]=2)[CH:11]=1)(=[O:5])=[O:4])[CH3:2]. The yield is 0.689. (3) The reactants are [CH3:1][O:2][C:3]([CH:5](P(OC)(OC)=O)[NH:6][C:7]([O:9][CH2:10][C:11]1[CH:16]=[CH:15][CH:14]=[CH:13][CH:12]=1)=[O:8])=[O:4].CN(C)C(N(C)C)=N.[CH3:31][C:32]1[CH:33]=[C:34]([CH:37]=[C:38]([N+:43]([O-:45])=[O:44])[C:39]=1[N+:40]([O-:42])=[O:41])[CH:35]=O. The catalyst is O1CCCC1. The product is [CH3:1][O:2][C:3](/[C:5](/[NH:6][C:7](=[O:8])[O:9][CH2:10][C:11]1[CH:12]=[CH:13][CH:14]=[CH:15][CH:16]=1)=[CH:35]/[C:34]1[CH:37]=[C:38]([N+:43]([O-:45])=[O:44])[C:39]([N+:40]([O-:42])=[O:41])=[C:32]([CH3:31])[CH:33]=1)=[O:4]. The yield is 0.620. (4) The reactants are [Cl-].O[NH3+:3].[C:4](=[O:7])([O-])[OH:5].[Na+].CS(C)=O.[CH3:13][N:14]([CH3:51])[C:15]1[N:16]([C:40]2[CH:41]=[CH:42][C:43]3[O:47][C:46]([CH3:49])([CH3:48])[CH2:45][C:44]=3[CH:50]=2)[C:17](=[O:39])[C:18]([CH2:24][C:25]2[CH:30]=[CH:29][C:28]([C:31]3[C:32]([C:37]#[N:38])=[CH:33][CH:34]=[CH:35][CH:36]=3)=[CH:27][CH:26]=2)=[C:19]([CH2:21][CH2:22][CH3:23])[N:20]=1. The catalyst is O. The product is [CH3:51][N:14]([CH3:13])[C:15]1[N:16]([C:40]2[CH:41]=[CH:42][C:43]3[O:47][C:46]([CH3:49])([CH3:48])[CH2:45][C:44]=3[CH:50]=2)[C:17](=[O:39])[C:18]([CH2:24][C:25]2[CH:26]=[CH:27][C:28]([C:31]3[CH:36]=[CH:35][CH:34]=[CH:33][C:32]=3[C:37]3[NH:3][C:4](=[O:7])[O:5][N:38]=3)=[CH:29][CH:30]=2)=[C:19]([CH2:21][CH2:22][CH3:23])[N:20]=1. The yield is 0.330. (5) The reactants are [CH3:1][NH:2][CH:3]1[CH2:8][CH2:7][N:6]([C:9]([O:11][C:12]([CH3:15])([CH3:14])[CH3:13])=[O:10])[CH2:5][CH2:4]1.Br[C:17]1[CH:22]=[CH:21][CH:20]=[CH:19][N:18]=1.C(N(CC)C(C)C)(C)C.C(=O)([O-])[O-].[K+].[K+]. No catalyst specified. The product is [CH3:1][N:2]([C:17]1[CH:22]=[CH:21][CH:20]=[CH:19][N:18]=1)[CH:3]1[CH2:8][CH2:7][N:6]([C:9]([O:11][C:12]([CH3:15])([CH3:14])[CH3:13])=[O:10])[CH2:5][CH2:4]1. The yield is 0.240. (6) The reactants are [C:1]([N:9]1[CH2:22][CH2:21][C:20]2[C:19]3[C:18](Br)=[CH:17][CH:16]=[CH:15][C:14]=3[NH:13][C:12]=2[CH2:11][CH2:10]1)(=[O:8])[C:2]1[CH:7]=[CH:6][CH:5]=[CH:4][CH:3]=1.[F:24][C:25]1[CH:30]=[CH:29][CH:28]=[CH:27][C:26]=1B(O)O.CCOC(C)=O.CCCCCCC. The catalyst is C(COC)OC.C(=O)([O-])[O-].[Na+].[Na+].C1C=CC([P]([Pd]([P](C2C=CC=CC=2)(C2C=CC=CC=2)C2C=CC=CC=2)([P](C2C=CC=CC=2)(C2C=CC=CC=2)C2C=CC=CC=2)[P](C2C=CC=CC=2)(C2C=CC=CC=2)C2C=CC=CC=2)(C2C=CC=CC=2)C2C=CC=CC=2)=CC=1. The product is [C:1]([N:9]1[CH2:22][CH2:21][C:20]2[C:19]3[C:18]([C:26]4[CH:27]=[CH:28][CH:29]=[CH:30][C:25]=4[F:24])=[CH:17][CH:16]=[CH:15][C:14]=3[NH:13][C:12]=2[CH2:11][CH2:10]1)(=[O:8])[C:2]1[CH:7]=[CH:6][CH:5]=[CH:4][CH:3]=1. The yield is 0.430. (7) The yield is 0.710. The reactants are [CH3:1][C:2]1([CH3:23])[C:22]2[C:9](=[CH:10][C:11]3[CH:12]=[C:13]4[C:18](=[CH:19][C:20]=3[CH:21]=2)[CH:17]=[CH:16][CH:15]=[CH:14]4)[C:8]2[C:3]1=[CH:4][CH:5]=[CH:6][CH:7]=2.[Br:24]N1C(=O)CCC1=O. The catalyst is C(Cl)(Cl)(Cl)Cl. The product is [Br:24][C:19]1[C:20]2[CH:21]=[C:22]3[C:2]([CH3:23])([CH3:1])[C:3]4[C:8](=[CH:7][CH:6]=[CH:5][CH:4]=4)[C:9]3=[CH:10][C:11]=2[CH:12]=[C:13]2[C:18]=1[CH:17]=[CH:16][CH:15]=[CH:14]2. (8) The reactants are CO[C:3](=[O:15])[C@H:4]([CH2:13][OH:14])[NH:5][C:6]([O:8][C:9]([CH3:12])([CH3:11])[CH3:10])=[O:7].[CH2:16]([Mg]Br)[CH3:17].[Cl-].[NH4+].[CH2:22](OCC)[CH3:23]. No catalyst specified. The product is [CH2:22]([C:3]([OH:15])([CH2:16][CH3:17])[CH:4]([NH:5][C:6](=[O:7])[O:8][C:9]([CH3:10])([CH3:11])[CH3:12])[CH2:13][OH:14])[CH3:23]. The yield is 0.790. (9) The reactants are [CH2:1]([N:3]([CH2:36][CH3:37])[CH2:4][CH2:5][N:6]1[CH:10]=[C:9]([C:11]2[CH2:15][CH2:14][C@:13]([C:28]3[CH:33]=[CH:32][CH:31]=[C:30]([F:34])[C:29]=3[CH3:35])([C:16]([O:18]CC3C=CC(OC)=CC=3)=[O:17])[CH:12]=2)[CH:8]=[N:7]1)[CH3:2].C([O-])=O.[NH4+]. The yield is 0.650. The catalyst is CO.[Pd]. The product is [CH2:36]([N:3]([CH2:1][CH3:2])[CH2:4][CH2:5][N:6]1[CH:10]=[C:9]([C@@H:11]2[CH2:15][CH2:14][C@:13]([C:28]3[CH:33]=[CH:32][CH:31]=[C:30]([F:34])[C:29]=3[CH3:35])([C:16]([OH:18])=[O:17])[CH2:12]2)[CH:8]=[N:7]1)[CH3:37]. (10) The reactants are [CH3:1][O:2][C:3]([C:5]#[C:6][C:7]([O:9][CH3:10])=[O:8])=[O:4].[C:11]([O:15][C:16]([N:18]1[CH:22]=[CH:21][CH:20]=[CH:19]1)=[O:17])([CH3:14])([CH3:13])[CH3:12]. No catalyst specified. The product is [CH3:14][C:11]([O:15][C:16]([N:18]1[CH:19]2[CH:20]=[CH:21][CH:22]1[C:6]([C:7]([O:9][CH3:10])=[O:8])=[C:5]2[C:3]([O:2][CH3:1])=[O:4])=[O:17])([CH3:12])[CH3:13]. The yield is 0.500.